Dataset: Full USPTO retrosynthesis dataset with 1.9M reactions from patents (1976-2016). Task: Predict the reactants needed to synthesize the given product. (1) Given the product [Cl:1][C:2]1[CH:3]=[N:4][CH:5]=[C:6]([Cl:20])[C:7]=1[S:8][C:9]1[S:13][C:12]([C:14]([NH:28][C:27]2[CH:29]=[CH:30][C:24]([CH:22]([OH:21])[CH3:23])=[CH:25][CH:26]=2)=[O:15])=[CH:11][C:10]=1[N+:17]([O-:19])=[O:18], predict the reactants needed to synthesize it. The reactants are: [Cl:1][C:2]1[CH:3]=[N:4][CH:5]=[C:6]([Cl:20])[C:7]=1[S:8][C:9]1[S:13][C:12]([C:14](Cl)=[O:15])=[CH:11][C:10]=1[N+:17]([O-:19])=[O:18].[OH:21][CH:22]([C:24]1[CH:30]=[CH:29][C:27]([NH2:28])=[CH:26][CH:25]=1)[CH3:23]. (2) Given the product [CH3:7][C:6]1([CH3:8])[C:2]([CH3:1])([CH3:23])[O:3][B:4]([C:9]2[CH:14]=[CH:13][C:12]([NH2:15])=[CH:11][CH:10]=2)[O:5]1, predict the reactants needed to synthesize it. The reactants are: [CH3:1][C:2]1([CH3:23])[C:6]([CH3:8])([CH3:7])[O:5][B:4]([C:9]2[CH:14]=[CH:13][C:12]([NH:15]C(=O)OC(C)(C)C)=[CH:11][CH:10]=2)[O:3]1.